From a dataset of Reaction yield outcomes from USPTO patents with 853,638 reactions. Predict the reaction yield, written as a fraction of the theoretical maximum amount of product (1.0 means a 100% yield; for example, 0.34 means a 34% yield). (1) The reactants are [Cl:1][C:2]1[C:3]([OH:13])=[CH:4][C:5]([OH:12])=[C:6]([CH:11]=1)[C:7]([O:9][CH3:10])=[O:8].Cl[CH2:15][C:16]1[CH:21]=[CH:20][C:19]([O:22][CH3:23])=[CH:18][CH:17]=1.C([O-])([O-])=O.[K+].[K+]. The catalyst is CC(C)=O. The product is [Cl:1][C:2]1[C:3]([O:13][CH2:15][C:16]2[CH:21]=[CH:20][C:19]([O:22][CH3:23])=[CH:18][CH:17]=2)=[CH:4][C:5]([OH:12])=[C:6]([CH:11]=1)[C:7]([O:9][CH3:10])=[O:8]. The yield is 0.600. (2) The reactants are [CH3:1][C:2]1[CH:11]=[C:10]([N:12]2[CH2:16][CH2:15][CH2:14][CH2:13]2)[C:9]2[C:4](=[CH:5][C:6]([O:17][CH2:18][CH2:19][OH:20])=[CH:7][CH:8]=2)[N:3]=1.C(N(CC)CC)C.[S:28](Cl)([C:31]1[CH:37]=[CH:36][C:34]([CH3:35])=[CH:33][CH:32]=1)(=[O:30])=[O:29].C([O-])(O)=O.[Na+]. The catalyst is ClCCl. The product is [CH3:1][C:2]1[CH:11]=[C:10]([N:12]2[CH2:13][CH2:14][CH2:15][CH2:16]2)[C:9]2[C:4](=[CH:5][C:6]([O:17][CH2:18][CH2:19][O:20][S:28]([C:31]3[CH:37]=[CH:36][C:34]([CH3:35])=[CH:33][CH:32]=3)(=[O:30])=[O:29])=[CH:7][CH:8]=2)[N:3]=1. The yield is 0.781.